This data is from Catalyst prediction with 721,799 reactions and 888 catalyst types from USPTO. The task is: Predict which catalyst facilitates the given reaction. The catalyst class is: 66. Reactant: [Br:1][C:2]1[CH:3]=[CH:4][C:5]2[C:9]([Cl:10])=[C:8]([C:11](OCC)=O)[S:7][C:6]=2[CH:16]=1.[CH2:17]([NH2:20])[CH2:18][NH2:19].[Si](I)(C)(C)C. Product: [Br:1][C:2]1[CH:3]=[CH:4][C:5]2[C:9]([Cl:10])=[C:8]([C:11]3[NH:19][CH2:18][CH2:17][N:20]=3)[S:7][C:6]=2[CH:16]=1.